Dataset: Catalyst prediction with 721,799 reactions and 888 catalyst types from USPTO. Task: Predict which catalyst facilitates the given reaction. (1) Reactant: [N:1]1([CH2:6][C:7]23[CH2:16][CH:11]4[CH2:12][CH:13]([CH2:15][C:9]([SH:17])([CH2:10]4)[CH2:8]2)[CH2:14]3)[CH:5]=[CH:4][CH:3]=[N:2]1.[CH3:18][O-].[Na+].IC. Product: [CH3:18][S:17][C:9]12[CH2:10][CH:11]3[CH2:12][CH:13]([CH2:14][C:7]([CH2:6][N:1]4[CH:5]=[CH:4][CH:3]=[N:2]4)([CH2:16]3)[CH2:8]1)[CH2:15]2. The catalyst class is: 5. (2) Reactant: [H-].[Al+3].[Li+].[H-].[H-].[H-].[Br:7][C:8]1[CH:9]=[C:10]2[C:15](=[CH:16][CH:17]=1)[N:14]=[C:13]([C:18](OC)=[O:19])[CH:12]=[C:11]2[CH3:22]. Product: [Br:7][C:8]1[CH:9]=[C:10]2[C:15](=[CH:16][CH:17]=1)[N:14]=[C:13]([CH2:18][OH:19])[CH:12]=[C:11]2[CH3:22]. The catalyst class is: 49. (3) Reactant: [I:1][C:2]1[C:7]([C:8]([OH:10])=O)=[C:6]([O:11][CH3:12])[N:5]=[CH:4][CH:3]=1.Cl.Cl.[O:15]1[CH2:20][CH2:19][CH:18]([NH:21][NH2:22])[CH2:17][CH2:16]1.CCN(C(C)C)C(C)C.CCN=C=NCCCN(C)C.Cl.C1C=CC2N(O)N=NC=2C=1. Product: [I:1][C:2]1[C:7]([C:8]([NH:22][NH:21][CH:18]2[CH2:19][CH2:20][O:15][CH2:16][CH2:17]2)=[O:10])=[C:6]([O:11][CH3:12])[N:5]=[CH:4][CH:3]=1. The catalyst class is: 18. (4) Reactant: C(NC(C)C)(C)C.C([Li])CCC.C([N-]C(C)C)(C)C.[Li+].[Si:21]([O:28][C:29]1[CH:38]=[CH:37][C:32]2[C:33]([CH3:36])=[N:34][O:35][C:31]=2[C:30]=1[CH2:39][O:40][Si:41]([C:44]([CH3:47])([CH3:46])[CH3:45])([CH3:43])[CH3:42])([C:24]([CH3:27])([CH3:26])[CH3:25])([CH3:23])[CH3:22].I[CH2:49][CH:50]1[CH2:55][CH2:54][N:53]([C:56]([O:58][C:59]([CH3:62])([CH3:61])[CH3:60])=[O:57])[CH2:52][CH2:51]1.[Cl-].[NH4+]. Product: [Si:21]([O:28][C:29]1[CH:38]=[CH:37][C:32]2[C:33]([CH2:36][CH2:49][CH:50]3[CH2:55][CH2:54][N:53]([C:56]([O:58][C:59]([CH3:60])([CH3:62])[CH3:61])=[O:57])[CH2:52][CH2:51]3)=[N:34][O:35][C:31]=2[C:30]=1[CH2:39][O:40][Si:41]([C:44]([CH3:47])([CH3:46])[CH3:45])([CH3:42])[CH3:43])([C:24]([CH3:25])([CH3:27])[CH3:26])([CH3:22])[CH3:23]. The catalyst class is: 30. (5) Reactant: [Cl:1][C:2]1[CH:8]=[CH:7][C:5]([NH2:6])=[CH:4][CH:3]=1.B(Cl)(Cl)Cl.[C:13]([C:15]1[CH:20]=[CH:19][N:18]=[CH:17][CH:16]=1)#N.[Al+3].[Cl-].[Cl-].[Cl-].Cl.[OH-:26].[Na+]. Product: [NH2:6][C:5]1[CH:7]=[CH:8][C:2]([Cl:1])=[CH:3][C:4]=1[C:13]([C:15]1[CH:20]=[CH:19][N:18]=[CH:17][CH:16]=1)=[O:26]. The catalyst class is: 34. (6) Reactant: [OH:1][CH2:2][C:3]1[CH:26]=[CH:25][C:6]([O:7][CH2:8][C:9]2[N:10]=[C:11]([C:15]3[CH:24]=[CH:23][C:18]([C:19]([O:21][CH3:22])=[O:20])=[CH:17][CH:16]=3)[O:12][C:13]=2[CH3:14])=[C:5]([O:27][CH3:28])[CH:4]=1.O[C:30]1[C:34]([CH:35]=[O:36])=[CH:33][N:32]([C:37]2[CH:42]=[CH:41][CH:40]=[CH:39][CH:38]=2)[N:31]=1.C(P(CCCC)CCCC)CCC.C1CCN(C(/N=N/C(N2CCCCC2)=O)=O)CC1. Product: [CH:35]([C:34]1[C:30]([O:1][CH2:2][C:3]2[CH:26]=[CH:25][C:6]([O:7][CH2:8][C:9]3[N:10]=[C:11]([C:15]4[CH:24]=[CH:23][C:18]([C:19]([O:21][CH3:22])=[O:20])=[CH:17][CH:16]=4)[O:12][C:13]=3[CH3:14])=[C:5]([O:27][CH3:28])[CH:4]=2)=[N:31][N:32]([C:37]2[CH:38]=[CH:39][CH:40]=[CH:41][CH:42]=2)[CH:33]=1)=[O:36]. The catalyst class is: 7. (7) Reactant: [CH3:1][O:2][C:3]1[CH:11]=[C:10]2[C:6]([CH2:7][NH:8][C:9]2=[O:12])=[CH:5][CH:4]=1.[H-].[Na+].Br[CH:16]([CH:22]([CH3:24])[CH3:23])[C:17]([O:19][CH2:20][CH3:21])=[O:18].[Cl-].[NH4+]. Product: [CH3:1][O:2][C:3]1[CH:11]=[C:10]2[C:6]([CH2:7][N:8]([CH:16]([CH:22]([CH3:24])[CH3:23])[C:17]([O:19][CH2:20][CH3:21])=[O:18])[C:9]2=[O:12])=[CH:5][CH:4]=1. The catalyst class is: 3.